Dataset: Full USPTO retrosynthesis dataset with 1.9M reactions from patents (1976-2016). Task: Predict the reactants needed to synthesize the given product. Given the product [S:1]1[C:5]2[CH:6]=[C:7]([O:10][C:24]3[CH:25]=[CH:26][C:27]([NH2:29])=[CH:28][C:23]=3[Cl:22])[CH:8]=[CH:9][C:4]=2[CH:3]=[N:2]1, predict the reactants needed to synthesize it. The reactants are: [S:1]1[C:5]2[CH:6]=[C:7]([OH:10])[CH:8]=[CH:9][C:4]=2[CH:3]=[N:2]1.CN(C)C=O.C(=O)([O-])[O-].[K+].[K+].[Cl:22][C:23]1[CH:28]=[C:27]([N+:29]([O-])=O)[CH:26]=[CH:25][C:24]=1F.